From a dataset of Forward reaction prediction with 1.9M reactions from USPTO patents (1976-2016). Predict the product of the given reaction. (1) Given the reactants C(O)(CC)(C)C.[NH2:7][C:8]1[S:9][C:10]([C:16]2[C:21]([F:22])=[CH:20][C:19]([C:23]([OH:26])([CH3:25])[CH3:24])=[CH:18][C:17]=2[F:27])=[CH:11][C:12]=1[C:13]([NH2:15])=[O:14].C1(P(C2CCCCC2)C2C=CC=CC=2C2C(C(C)C)=CC(C(C)C)=CC=2C(C)C)CCCCC1.C(=O)([O-])[O-].[K+].[K+].Br[C:69]1[N:74]=[C:73]([CH2:75][O:76][CH2:77][C:78]([CH3:81])([OH:80])[CH3:79])[CH:72]=[CH:71][CH:70]=1, predict the reaction product. The product is: [F:22][C:21]1[CH:20]=[C:19]([C:23]([OH:26])([CH3:24])[CH3:25])[CH:18]=[C:17]([F:27])[C:16]=1[C:10]1[S:9][C:8]([NH:7][C:69]2[CH:70]=[CH:71][CH:72]=[C:73]([CH2:75][O:76][CH2:77][C:78]([OH:80])([CH3:79])[CH3:81])[N:74]=2)=[C:12]([C:13]([NH2:15])=[O:14])[CH:11]=1. (2) Given the reactants [OH:1][C:2]1[CH:25]=[CH:24][C:5]([CH2:6][N:7]2[C:15]3[C:10](=[C:11]([NH:17][C:18](=[O:23])[CH2:19][C:20]([OH:22])=[O:21])[CH:12]=[CH:13][C:14]=3[CH3:16])[CH:9]=[CH:8]2)=[CH:4][C:3]=1[CH:26]([CH3:28])[CH3:27].[OH-].[Na+].[Cl-].[Ca+2:32].[Cl-], predict the reaction product. The product is: [OH:1][C:2]1[CH:25]=[CH:24][C:5]([CH2:6][N:7]2[C:15]3[C:10](=[C:11]([NH:17][C:18](=[O:23])[CH2:19][C:20]([O-:22])=[O:21])[CH:12]=[CH:13][C:14]=3[CH3:16])[CH:9]=[CH:8]2)=[CH:4][C:3]=1[CH:26]([CH3:28])[CH3:27].[Ca+2:32].[OH:1][C:2]1[CH:25]=[CH:24][C:5]([CH2:6][N:7]2[C:15]3[C:10](=[C:11]([NH:17][C:18](=[O:23])[CH2:19][C:20]([O-:22])=[O:21])[CH:12]=[CH:13][C:14]=3[CH3:16])[CH:9]=[CH:8]2)=[CH:4][C:3]=1[CH:26]([CH3:28])[CH3:27]. (3) Given the reactants N1(O[C:11]2[N:16]=[C:15]([NH:17][C@H:18]([C:20]3[CH:25]=[CH:24][C:23]([F:26])=[CH:22][N:21]=3)[CH3:19])[C:14]([C:27]([NH2:29])=[O:28])=[CH:13][N:12]=2)C2C=CC=CC=2N=N1.[CH3:30][O:31][C:32]1[C:37]([NH2:38])=[CH:36][CH:35]=[CH:34][N:33]=1.O.C1(C)C=CC(S(O)(=O)=O)=CC=1, predict the reaction product. The product is: [F:26][C:23]1[CH:24]=[CH:25][C:20]([C@@H:18]([NH:17][C:15]2[C:14]([C:27]([NH2:29])=[O:28])=[CH:13][N:12]=[C:11]([NH:38][C:37]3[C:32]([O:31][CH3:30])=[N:33][CH:34]=[CH:35][CH:36]=3)[N:16]=2)[CH3:19])=[N:21][CH:22]=1. (4) Given the reactants [Br:1][C:2]1[CH:3]=[C:4]([CH:9]=[C:10](I)[CH:11]=1)[C:5]([O:7][CH3:8])=[O:6].[B:13]1([B:13]2[O:17][C:16]([CH3:19])([CH3:18])[C:15]([CH3:21])([CH3:20])[O:14]2)[O:17][C:16]([CH3:19])([CH3:18])[C:15]([CH3:21])([CH3:20])[O:14]1.C([O-])(=O)C.[K+], predict the reaction product. The product is: [Br:1][C:2]1[CH:3]=[C:4]([CH:9]=[C:10]([B:13]2[O:17][C:16]([CH3:19])([CH3:18])[C:15]([CH3:21])([CH3:20])[O:14]2)[CH:11]=1)[C:5]([O:7][CH3:8])=[O:6]. (5) Given the reactants [O:1]=[C:2]1[CH2:7][CH2:6][CH2:5][CH:4]([C:8]([OH:10])=[O:9])[CH2:3]1.[CH2:11](O)[CH3:12], predict the reaction product. The product is: [O:1]=[C:2]1[CH2:7][CH2:6][CH2:5][CH:4]([C:8]([O:10][CH2:11][CH3:12])=[O:9])[CH2:3]1. (6) Given the reactants [CH3:1][O:2][CH:3]([O:26][CH3:27])[CH2:4][O:5][C:6]1[C:15]([CH3:16])=[C:14]2[C:9]([C:10](O)=[CH:11][C:12]([C:17]3[S:18][CH:19]=[C:20]([CH:22]([CH3:24])[CH3:23])[N:21]=3)=[N:13]2)=[CH:8][CH:7]=1.O=P(Cl)(Cl)[Cl:30].CO.C(=O)(O)[O-].[Na+], predict the reaction product. The product is: [Cl:30][C:10]1[C:9]2[C:14](=[C:15]([CH3:16])[C:6]([O:5][CH2:4][CH:3]([O:26][CH3:27])[O:2][CH3:1])=[CH:7][CH:8]=2)[N:13]=[C:12]([C:17]2[S:18][CH:19]=[C:20]([CH:22]([CH3:24])[CH3:23])[N:21]=2)[CH:11]=1. (7) Given the reactants [OH:1][CH2:2][C@@H:3]1[CH2:12][CH2:11][C:10]2[CH:9]=[C:8]([C@H:13]3[CH2:22][CH2:21][C@@:15]4([NH:19][C:18](=[O:20])[O:17][CH2:16]4)[CH2:14]3)[CH:7]=[CH:6][C:5]=2[CH2:4]1.[C:23]1([CH3:33])[CH:28]=[CH:27][C:26]([S:29](Cl)(=[O:31])=[O:30])=[CH:25][CH:24]=1, predict the reaction product. The product is: [CH3:33][C:23]1[CH:28]=[CH:27][C:26]([S:29]([O:1][CH2:2][C@@H:3]2[CH2:12][CH2:11][C:10]3[C:5](=[CH:6][CH:7]=[C:8]([C@H:13]4[CH2:22][CH2:21][C@@:15]5([NH:19][C:18](=[O:20])[O:17][CH2:16]5)[CH2:14]4)[CH:9]=3)[CH2:4]2)(=[O:31])=[O:30])=[CH:25][CH:24]=1.